From a dataset of Full USPTO retrosynthesis dataset with 1.9M reactions from patents (1976-2016). Predict the reactants needed to synthesize the given product. The reactants are: [CH:1]1([CH2:4]CN)C[CH2:2]1.C[CH:8]([NH:11][CH2:12][CH2:13][C:14]([NH:16][CH3:17])=[O:15])CC. Given the product [CH:1]1([CH2:8][NH:11][CH2:12][CH2:13][C:14]([NH:16][CH3:17])=[O:15])[CH2:4][CH2:2]1, predict the reactants needed to synthesize it.